From a dataset of Full USPTO retrosynthesis dataset with 1.9M reactions from patents (1976-2016). Predict the reactants needed to synthesize the given product. (1) Given the product [NH2:3][C:4]([CH3:22])([CH3:21])[CH2:5][C:6]1[CH:7]=[CH:8][C:9]([O:10][C:11]2[CH:18]=[CH:17][C:14]([C:15]([NH2:16])=[O:24])=[CH:13][CH:12]=2)=[CH:19][CH:20]=1, predict the reactants needed to synthesize it. The reactants are: OO.[NH2:3][C:4]([CH3:22])([CH3:21])[CH2:5][C:6]1[CH:20]=[CH:19][C:9]([O:10][C:11]2[CH:18]=[CH:17][C:14]([C:15]#[N:16])=[CH:13][CH:12]=2)=[CH:8][CH:7]=1.C([O-])([O-])=[O:24].[K+].[K+].CS(C)=O. (2) Given the product [NH2:28][C:25]1[CH:24]=[CH:23][C:22]([O:21][C:19]2[CH:18]=[CH:17][N:16]=[C:15]([NH:14][C:12](=[O:13])[N:11]([CH:8]3[CH2:9][CH2:10][N:5]([CH2:4][CH2:3][N:2]([CH3:1])[CH3:32])[CH2:6][CH2:7]3)[CH3:31])[CH:20]=2)=[CH:27][CH:26]=1, predict the reactants needed to synthesize it. The reactants are: [CH3:1][N:2]([CH3:32])[CH2:3][CH2:4][N:5]1[CH2:10][CH2:9][CH:8]([N:11]([CH3:31])[C:12]([NH:14][C:15]2[CH:20]=[C:19]([O:21][C:22]3[CH:27]=[CH:26][C:25]([N+:28]([O-])=O)=[CH:24][CH:23]=3)[CH:18]=[CH:17][N:16]=2)=[O:13])[CH2:7][CH2:6]1.